From a dataset of Full USPTO retrosynthesis dataset with 1.9M reactions from patents (1976-2016). Predict the reactants needed to synthesize the given product. (1) Given the product [CH3:20][O:19][C:16]1[CH:17]=[CH:18][C:9]([CH2:8][CH2:7][CH2:6][CH:2]2[S:25][C:24](=[O:29])[NH:23][C:3]2=[O:5])=[C:10]2[C:15]=1[N:14]([CH3:21])[C:13](=[O:22])[CH:12]=[CH:11]2, predict the reactants needed to synthesize it. The reactants are: Cl[CH:2]([CH2:6][CH2:7][CH2:8][C:9]1[CH:18]=[CH:17][C:16]([O:19][CH3:20])=[C:15]2[C:10]=1[CH:11]=[CH:12][C:13](=[O:22])[N:14]2[CH3:21])[C:3]([OH:5])=O.[NH2:23][C:24](N)=[S:25].C([O-])(=[O:29])C.[Na+]. (2) Given the product [F:21][C:2]([F:1])([F:20])[C:3]1[CH:19]=[CH:18][CH:17]=[CH:16][C:4]=1[O:5][C:6]1[CH:11]=[CH:10][N:9]=[C:8]([C:12]2[NH:14][O:15][C:22](=[O:23])[N:13]=2)[CH:7]=1, predict the reactants needed to synthesize it. The reactants are: [F:1][C:2]([F:21])([F:20])[C:3]1[CH:19]=[CH:18][CH:17]=[CH:16][C:4]=1[O:5][C:6]1[CH:11]=[CH:10][N:9]=[C:8]([C:12](=[N:14][OH:15])[NH2:13])[CH:7]=1.[C:22](N1C=CN=C1)(N1C=CN=C1)=[O:23].N12CCCN=C1CCCCC2.Cl. (3) The reactants are: [F:1][C:2]([F:21])([F:20])[O:3][C:4]1[CH:9]=[CH:8][C:7]([C:10]2[O:14][N:13]=[CH:12][C:11]=2[C:15](OCC)=[O:16])=[CH:6][CH:5]=1.[H-].C([Al+]CC(C)C)C(C)C.Cl. Given the product [F:21][C:2]([F:1])([F:20])[O:3][C:4]1[CH:9]=[CH:8][C:7]([C:10]2[O:14][N:13]=[CH:12][C:11]=2[CH2:15][OH:16])=[CH:6][CH:5]=1, predict the reactants needed to synthesize it. (4) Given the product [CH3:36][O:35][C:32](=[O:34])[CH:33]=[CH:38][CH:3]1[CH:7]2[CH:6]([O:10][C:9]([CH3:11])([CH3:12])[O:8]2)[CH:5]([N:13]2[CH:21]=[N:20][C:19]3[C:14]2=[N:15][CH:16]=[N:17][C:18]=3[NH:22][C:23]([NH:25][C:26]2[CH:27]=[CH:28][CH:29]=[CH:30][CH:31]=2)=[O:24])[O:4]1, predict the reactants needed to synthesize it. The reactants are: OC[CH:3]1[CH:7]2[O:8][C:9]([CH3:12])([CH3:11])[O:10][CH:6]2[CH:5]([N:13]2[CH:21]=[N:20][C:19]3[C:14]2=[N:15][CH:16]=[N:17][C:18]=3[NH:22][C:23]([NH:25][C:26]2[CH:31]=[CH:30][CH:29]=[CH:28][CH:27]=2)=[O:24])[O:4]1.[C:32]([O:35][CH2:36]C)(=[O:34])[CH3:33].[CH3:38]S(C)=O.